Dataset: Reaction yield outcomes from USPTO patents with 853,638 reactions. Task: Predict the reaction yield, written as a fraction of the theoretical maximum amount of product (1.0 means a 100% yield; for example, 0.34 means a 34% yield). (1) The reactants are Cl.[NH2:2][C@@H:3]([C:6]([CH3:9])([OH:8])[CH3:7])[CH2:4][OH:5].[Si:10](Cl)([C:13]([CH3:16])([CH3:15])[CH3:14])([CH3:12])[CH3:11]. The catalyst is N1C=CC=CC=1.CN(C1C=CN=CC=1)C. The product is [NH4+:2].[OH-:5].[Si:10]([O:8][C:6]([CH3:9])([CH3:7])[C@H:3]([NH2:2])[CH2:4][O:5][Si:10]([C:13]([CH3:16])([CH3:15])[CH3:14])([CH3:12])[CH3:11])([C:13]([CH3:16])([CH3:15])[CH3:14])([CH3:12])[CH3:11]. The yield is 0.00100. (2) The reactants are [Cl:1][C:2]1[CH:7]=[CH:6][C:5]([C:8]2[C:12]3[CH2:13][N:14]([C:17](=[O:19])[CH3:18])[CH2:15][CH2:16][C:11]=3[N:10]([CH2:20][CH:21]3[CH2:23][O:22]3)[N:9]=2)=[CH:4][C:3]=1[N+:24]([O-:26])=[O:25].[O-]S(C(F)(F)F)(=O)=O.[Yb+3].[O-]S(C(F)(F)F)(=O)=O.[O-]S(C(F)(F)F)(=O)=O.[CH3:52][C:53]1[CH:58]=[CH:57][CH:56]=[CH:55][C:54]=1[N:59]1[CH2:64][CH2:63][NH:62][CH2:61][CH2:60]1. The catalyst is ClCCl.O. The product is [Cl:1][C:2]1[CH:7]=[CH:6][C:5]([C:8]2[C:12]3[CH2:13][N:14]([C:17](=[O:19])[CH3:18])[CH2:15][CH2:16][C:11]=3[N:10]([CH2:20][CH:21]([OH:22])[CH2:23][N:62]3[CH2:63][CH2:64][N:59]([C:54]4[CH:55]=[CH:56][CH:57]=[CH:58][C:53]=4[CH3:52])[CH2:60][CH2:61]3)[N:9]=2)=[CH:4][C:3]=1[N+:24]([O-:26])=[O:25]. The yield is 0.900. (3) The reactants are [CH2:1]([C:5]1=[CH:6][N:7]([C:21]([CH3:24])([CH3:23])[CH3:22])[S:8]/[C:9]/1=[N:10]\[C:11](=[O:20])[C:12]1[CH:17]=[C:16]([Cl:18])[CH:15]=[CH:14][C:13]=1F)[CH2:2][CH2:3][CH3:4].[CH2:25]([OH:30])[C:26]([F:29])([F:28])[F:27].CC(C)([O-])C.[K+]. The catalyst is C1COCC1.O. The product is [F:27][C:26]([F:29])([F:28])[C:25]([OH:20])=[O:30].[CH2:1]([C:5]1=[CH:6][N:7]([C:21]([CH3:24])([CH3:23])[CH3:22])[S:8]/[C:9]/1=[N:10]\[C:11](=[O:20])[C:12]1[CH:17]=[C:16]([Cl:18])[CH:15]=[CH:14][C:13]=1[O:30][CH2:25][C:26]([F:29])([F:28])[F:27])[CH2:2][CH2:3][CH3:4]. The yield is 0.00100. (4) The reactants are [S:1]1[CH:5]=[CH:4][CH:3]=[C:2]1[C:6](Cl)=[O:7].[CH3:9][O:10][C:11]1[CH:12]=[C:13]([CH:15]=[CH:16][CH:17]=1)[NH2:14].CCN(C(C)C)C(C)C. The catalyst is C(Cl)Cl. The product is [CH3:9][O:10][C:11]1[CH:12]=[C:13]([NH:14][C:6]([C:2]2[S:1][CH:5]=[CH:4][CH:3]=2)=[O:7])[CH:15]=[CH:16][CH:17]=1. The yield is 0.700. (5) The reactants are [F:1][C:2]1[CH:7]=[C:6]([O:8][CH2:9][C:10]2[CH:15]=[CH:14][C:13]([F:16])=[CH:12][CH:11]=2)[CH:5]=[CH:4][C:3]=1[NH2:17].Cl.[C:19]([NH:26][CH2:27][C:28](O)=[O:29])([O:21][C:22]([CH3:25])([CH3:24])[CH3:23])=[O:20].C1(N=C=NC2CCCCC2)CCCCC1.N1C=CC=CC=1.C(=O)([O-])O.[Na+]. The catalyst is C(OCC)(=O)C. The product is [C:22]([O:21][C:19](=[O:20])[NH:26][CH2:27][C:28](=[O:29])[NH:17][C:3]1[CH:4]=[CH:5][C:6]([O:8][CH2:9][C:10]2[CH:15]=[CH:14][C:13]([F:16])=[CH:12][CH:11]=2)=[CH:7][C:2]=1[F:1])([CH3:25])([CH3:23])[CH3:24]. The yield is 0.460.